This data is from Full USPTO retrosynthesis dataset with 1.9M reactions from patents (1976-2016). The task is: Predict the reactants needed to synthesize the given product. (1) Given the product [Cl:21][C:22]1[CH:23]=[CH:24][C:25]2[N:26]([C:14]([CH2:13][C:9]3[CH:10]=[C:11]4[C:6](=[CH:7][CH:8]=3)[N:5]=[CH:4][C:3]([O:2][CH3:1])=[CH:12]4)=[N:29][N:28]=2)[N:27]=1, predict the reactants needed to synthesize it. The reactants are: [CH3:1][O:2][C:3]1[CH:4]=[N:5][C:6]2[C:11]([CH:12]=1)=[CH:10][C:9]([CH2:13][C:14](OC(C)(C)C)=O)=[CH:8][CH:7]=2.[Cl:21][C:22]1[N:27]=[N:26][C:25]([NH:28][NH2:29])=[CH:24][CH:23]=1.Cl.[OH-].[Na+]. (2) Given the product [NH2:6][CH:7]([C:12]1[CH:17]=[CH:16][CH:15]=[C:14]([F:18])[CH:13]=1)[CH2:8][C:9]([O:5][CH:1]([CH2:3][CH3:4])[CH3:2])=[O:10], predict the reactants needed to synthesize it. The reactants are: [CH:1]([OH:5])([CH2:3][CH3:4])[CH3:2].[NH2:6][CH:7]([C:12]1[CH:17]=[CH:16][CH:15]=[C:14]([F:18])[CH:13]=1)[CH2:8][C:9](O)=[O:10].S(=O)(=O)(O)O.[OH-].[Na+].